Dataset: Reaction yield outcomes from USPTO patents with 853,638 reactions. Task: Predict the reaction yield, written as a fraction of the theoretical maximum amount of product (1.0 means a 100% yield; for example, 0.34 means a 34% yield). (1) The yield is 0.680. The reactants are [NH2:1][C@@H:2]1[CH2:6][CH2:5][N:4]([C:7]([O:9][C:10]([CH3:13])([CH3:12])[CH3:11])=[O:8])[CH2:3]1.C(=O)([O-])[O-].[K+].[K+].F[C:21]1[CH:26]=[CH:25][C:24]([N+:27]([O-:29])=[O:28])=[CH:23][CH:22]=1.O. The catalyst is CS(C)=O. The product is [N+:27]([C:24]1[CH:23]=[C:22]([NH:1][C@@H:2]2[CH2:6][CH2:5][N:4]([C:7]([O:9][C:10]([CH3:13])([CH3:12])[CH3:11])=[O:8])[CH2:3]2)[CH:21]=[CH:26][CH:25]=1)([O-:29])=[O:28]. (2) The reactants are Cl[C:2]1[CH:7]=[C:6]([C:8]([F:11])([F:10])[F:9])[N:5]=[C:4]([C:12]2[CH:17]=[CH:16][CH:15]=[CH:14][CH:13]=2)[N:3]=1.[CH3:18][O:19][C:20]1[CH:26]=[CH:25][C:24]([O:27][CH3:28])=[CH:23][C:21]=1[NH2:22].Cl.[OH-].[Na+]. The catalyst is O.C(O)C. The product is [CH3:18][O:19][C:20]1[CH:26]=[CH:25][C:24]([O:27][CH3:28])=[CH:23][C:21]=1[NH:22][C:2]1[CH:7]=[C:6]([C:8]([F:11])([F:10])[F:9])[N:5]=[C:4]([C:12]2[CH:17]=[CH:16][CH:15]=[CH:14][CH:13]=2)[N:3]=1. The yield is 0.500.